From a dataset of Reaction yield outcomes from USPTO patents with 853,638 reactions. Predict the reaction yield, written as a fraction of the theoretical maximum amount of product (1.0 means a 100% yield; for example, 0.34 means a 34% yield). (1) The reactants are Cl.[CH3:2][O:3][C:4]([C@@H:6]1[CH2:12][CH2:11][CH2:10][CH2:9][CH2:8][C@@H:7]1[NH2:13])=[O:5].C([O-])(=O)C.[Na+].[F:19][C:20]1[CH:27]=[CH:26][C:23]([CH:24]=O)=[CH:22][CH:21]=1.C([BH3-])#N.[Na+].C(=O)(O)[O-].[Na+]. The catalyst is CO.C(OCC)(=O)C. The product is [CH3:2][O:3][C:4]([C@@H:6]1[CH2:12][CH2:11][CH2:10][CH2:9][CH2:8][C@@H:7]1[NH:13][CH2:24][C:23]1[CH:26]=[CH:27][C:20]([F:19])=[CH:21][CH:22]=1)=[O:5]. The yield is 0.520. (2) The reactants are [Cl:1][C:2]1[CH:7]=[CH:6][C:5]([S:8]([N:11]([CH2:17][CH3:18])[C:12](=[CH2:16])[C:13]([OH:15])=O)(=[O:10])=[O:9])=[CH:4][CH:3]=1.CCOC(OC(OCC)=O)=O.[N:30]1([C:35]2[CH:40]=[C:39]([CH2:41][NH2:42])[CH:38]=[C:37]([C:43]3[CH:48]=[CH:47][C:46]([C:49]([F:52])([F:51])[F:50])=[CH:45][CH:44]=3)[N:36]=2)[CH2:34][CH2:33][CH2:32][CH2:31]1. The catalyst is C1COCC1. The product is [Cl:1][C:2]1[CH:3]=[CH:4][C:5]([S:8]([N:11]([CH2:17][CH3:18])[C:12](=[CH2:16])[C:13]([NH:42][CH2:41][C:39]2[CH:38]=[C:37]([C:43]3[CH:44]=[CH:45][C:46]([C:49]([F:52])([F:50])[F:51])=[CH:47][CH:48]=3)[N:36]=[C:35]([N:30]3[CH2:31][CH2:32][CH2:33][CH2:34]3)[CH:40]=2)=[O:15])(=[O:9])=[O:10])=[CH:6][CH:7]=1. The yield is 0.236. (3) The reactants are [CH:1]([N:4]1[CH2:9][CH2:8][CH:7]([O:10][C:11]2[CH:19]=[CH:18][C:17]3[N:16]4[CH2:20][CH2:21][NH:22][C:23](=[O:24])[C:15]4=[CH:14][C:13]=3[CH:12]=2)[CH2:6][CH2:5]1)([CH3:3])[CH3:2].[H-].[Na+].[F:27][C:28]([F:38])([F:37])[C:29]1[CH:36]=[CH:35][C:32]([CH2:33]Br)=[CH:31][CH:30]=1. No catalyst specified. The product is [CH:1]([N:4]1[CH2:9][CH2:8][CH:7]([O:10][C:11]2[CH:19]=[CH:18][C:17]3[N:16]4[CH2:20][CH2:21][N:22]([CH2:33][C:32]5[CH:31]=[CH:30][C:29]([C:28]([F:27])([F:37])[F:38])=[CH:36][CH:35]=5)[C:23](=[O:24])[C:15]4=[CH:14][C:13]=3[CH:12]=2)[CH2:6][CH2:5]1)([CH3:3])[CH3:2]. The yield is 0.740. (4) The reactants are [H-].[H-].[H-].[H-].[Li+].[Al+3].[Al+3].[Cl-].[Cl-].[Cl-].C[O:12][C:13](=O)[CH2:14][CH2:15][C:16]1[CH:25]=[CH:24][CH:23]=[CH:22][C:17]=1[C:18](OC)=[O:19].[OH-].[Na+]. The catalyst is CCOCC. The product is [OH:19][CH2:18][C:17]1[CH:22]=[CH:23][CH:24]=[CH:25][C:16]=1[CH2:15][CH2:14][CH2:13][OH:12]. The yield is 0.980. (5) The reactants are [F:1][C:2]([F:33])([F:32])[O:3][C:4]1[CH:5]=[C:6]([CH2:10][C:11]([NH:13][C:14]2[N:19]=[N:18][C:17]([CH2:20][CH2:21][CH2:22][CH2:23][N:24]3[CH:28]=[C:27]([C:29]([OH:31])=O)[N:26]=[N:25]3)=[CH:16][CH:15]=2)=[O:12])[CH:7]=[CH:8][CH:9]=1.CN.C1COCC1.F[P-](F)(F)(F)(F)F.[N:48]1(O[P+](N(C)C)(N(C)C)N(C)C)[C:52]2C=CC=CC=2N=N1.CCN(C(C)C)C(C)C. The catalyst is CN(C=O)C. The product is [CH3:52][NH:48][C:29]([C:27]1[N:26]=[N:25][N:24]([CH2:23][CH2:22][CH2:21][CH2:20][C:17]2[N:18]=[N:19][C:14]([NH:13][C:11](=[O:12])[CH2:10][C:6]3[CH:7]=[CH:8][CH:9]=[C:4]([O:3][C:2]([F:32])([F:1])[F:33])[CH:5]=3)=[CH:15][CH:16]=2)[CH:28]=1)=[O:31]. The yield is 0.280. (6) The reactants are [Cl:1][C:2]1[C:3]([O:12][C:13]2[CH:18]=[C:17]([O:19][CH2:20][CH2:21][O:22][CH3:23])[CH:16]=[CH:15][C:14]=2/[CH:24]=[CH:25]/[CH2:26][OH:27])=[N:4][CH:5]=[C:6]([C:8]([F:11])([F:10])[F:9])[CH:7]=1.Cl[S:29]([N:32]=[C:33]=[O:34])(=[O:31])=[O:30].[NH2:35][CH2:36][CH2:37][C:38]1[CH:43]=[CH:42][CH:41]=[CH:40][N:39]=1.Cl. The catalyst is C(#N)C.N1C=CC=CC=1. The product is [N:39]1[CH:40]=[CH:41][CH:42]=[CH:43][C:38]=1[CH2:37][CH2:36][NH:35][S:29]([NH:32][C:33](=[O:34])[O:27][CH2:26]/[CH:25]=[CH:24]/[C:14]1[CH:15]=[CH:16][C:17]([O:19][CH2:20][CH2:21][O:22][CH3:23])=[CH:18][C:13]=1[O:12][C:3]1[C:2]([Cl:1])=[CH:7][C:6]([C:8]([F:9])([F:11])[F:10])=[CH:5][N:4]=1)(=[O:31])=[O:30]. The yield is 0.460. (7) The yield is 0.900. The catalyst is C1COCC1. The reactants are [F-].C([N+](CCCC)(CCCC)CCCC)CCC.[F:19][C:20]([F:30])([F:29])[C:21]1[CH:28]=[CH:27][CH:26]=[CH:25][C:22]=1[CH:23]=[O:24].[F:31][C:32]([Si](C)(C)C)([F:34])[F:33].Cl. The product is [F:19][C:20]([F:29])([F:30])[C:21]1[CH:28]=[CH:27][CH:26]=[CH:25][C:22]=1[CH:23]([OH:24])[C:32]([F:34])([F:33])[F:31]. (8) The reactants are [C:1]([O:5][C:6]([NH:8][C@@H:9]([CH2:13][C:14]1[CH:19]=[CH:18][N:17]=[C:16]([O:20][CH3:21])[CH:15]=1)[C:10](O)=[O:11])=[O:7])([CH3:4])([CH3:3])[CH3:2]. The catalyst is O1CCCC1. The product is [OH:11][CH2:10][C@@H:9]([NH:8][C:6](=[O:7])[O:5][C:1]([CH3:3])([CH3:2])[CH3:4])[CH2:13][C:14]1[CH:19]=[CH:18][N:17]=[C:16]([O:20][CH3:21])[CH:15]=1. The yield is 0.400. (9) The reactants are [CH3:1][N:2]1[CH2:7][CH2:6][N:5]([CH:8]2[CH2:13][CH2:12][N:11]([C:14]3[CH:19]=[CH:18][C:17]([C:20]#[C:21][Si](C)(C)C)=[CH:16][CH:15]=3)[CH2:10][CH2:9]2)[CH2:4][CH2:3]1.C(=O)([O-])[O-].[K+].[K+]. The catalyst is CO. The product is [C:20]([C:17]1[CH:18]=[CH:19][C:14]([N:11]2[CH2:12][CH2:13][CH:8]([N:5]3[CH2:6][CH2:7][N:2]([CH3:1])[CH2:3][CH2:4]3)[CH2:9][CH2:10]2)=[CH:15][CH:16]=1)#[CH:21]. The yield is 0.760. (10) The reactants are C[O:2][C:3](=[O:37])[C@@H:4]([NH:15][C:16]([C:18]1[C:19]([CH3:36])=[N:20][C:21]([NH:25][CH2:26][CH2:27][CH2:28][C:29]2[CH:34]=[CH:33][CH:32]=[C:31]([OH:35])[CH:30]=2)=[N:22][C:23]=1[CH3:24])=[O:17])[CH2:5][NH:6][C:7]([C:9]1[S:10][CH:11]=[C:12]([CH3:14])[CH:13]=1)=[O:8].O.[OH-].[Li+].S([O-])(O)(=O)=O.[K+]. The catalyst is C1COCC1.O. The product is [OH:35][C:31]1[CH:30]=[C:29]([CH2:28][CH2:27][CH2:26][NH:25][C:21]2[N:20]=[C:19]([CH3:36])[C:18]([C:16]([NH:15][C@@H:4]([CH2:5][NH:6][C:7]([C:9]3[S:10][CH:11]=[C:12]([CH3:14])[CH:13]=3)=[O:8])[C:3]([OH:37])=[O:2])=[O:17])=[C:23]([CH3:24])[N:22]=2)[CH:34]=[CH:33][CH:32]=1. The yield is 0.820.